This data is from Full USPTO retrosynthesis dataset with 1.9M reactions from patents (1976-2016). The task is: Predict the reactants needed to synthesize the given product. (1) Given the product [CH3:1][C:2]1[O:6][C:5]([C:7]2[CH:12]=[CH:11][CH:10]=[CH:9][CH:8]=2)=[N:4][C:3]=1[CH2:13][CH2:14][O:15][C:16]1[C:21]2[CH:22]=[CH:23][S:24][C:20]=2[C:19]([NH2:25])=[CH:18][CH:17]=1, predict the reactants needed to synthesize it. The reactants are: [CH3:1][C:2]1[O:6][C:5]([C:7]2[CH:12]=[CH:11][CH:10]=[CH:9][CH:8]=2)=[N:4][C:3]=1[CH2:13][CH2:14][O:15][C:16]1[C:21]2[CH:22]=[CH:23][S:24][C:20]=2[C:19]([N+:25]([O-])=O)=[CH:18][CH:17]=1. (2) Given the product [Cl:28][C:29]1[CH:34]=[C:33]([C:2]2[CH:3]=[C:4]3[C:9](=[CH:10][CH:11]=2)[N:8]=[CH:7][C:6]([C:12](=[O:14])[CH3:13])=[C:5]3[NH:15][C:16]2[CH:17]=[N:18][C:19]([NH:22][CH2:23][CH2:24][N:25]([CH3:27])[CH3:26])=[CH:20][CH:21]=2)[CH:32]=[C:31]([F:44])[C:30]=1[OH:45], predict the reactants needed to synthesize it. The reactants are: Br[C:2]1[CH:3]=[C:4]2[C:9](=[CH:10][CH:11]=1)[N:8]=[CH:7][C:6]([C:12](=[O:14])[CH3:13])=[C:5]2[NH:15][C:16]1[CH:17]=[N:18][C:19]([NH:22][CH2:23][CH2:24][N:25]([CH3:27])[CH3:26])=[CH:20][CH:21]=1.[Cl:28][C:29]1[CH:34]=[C:33](B2OC(C)(C)C(C)(C)O2)[CH:32]=[C:31]([F:44])[C:30]=1[OH:45]. (3) Given the product [Cl:1][C:2]1[CH:3]=[CH:4][C:5]([N+:9]([O-:11])=[O:10])=[C:6]([N:7]=[N:13][C:21]2[CH:22]=[C:23]([O:28][CH3:29])[CH:24]=[C:25]([CH2:26][OH:27])[C:20]=2[OH:19])[CH:8]=1, predict the reactants needed to synthesize it. The reactants are: [Cl:1][C:2]1[CH:3]=[CH:4][C:5]([N+:9]([O-:11])=[O:10])=[C:6]([CH:8]=1)[NH2:7].Cl.[N:13]([O-])=O.[Na+].[OH-].[Na+].[OH:19][C:20]1[C:25]([CH2:26][OH:27])=[CH:24][C:23]([O:28][CH3:29])=[CH:22][C:21]=1CO.C1(O)C=CC=CC=1.